From a dataset of Catalyst prediction with 721,799 reactions and 888 catalyst types from USPTO. Predict which catalyst facilitates the given reaction. (1) Reactant: C([N:9]=[C:10]=[S:11])(=O)C1C=CC=CC=1.C(O[C:15]([C:17]1[NH:18][CH:19]=[CH:20][C:21]=1[NH:22][CH2:23][C:24]1[NH:25][C:26](=[O:30])[CH:27]=[CH:28][CH:29]=1)=[O:16])C.C(=O)([O-])[O-].[K+].[K+].Cl. Product: [O:30]=[C:26]1[NH:25][C:24]([CH2:23][N:22]2[C:21]3[CH:20]=[CH:19][NH:18][C:17]=3[C:15](=[O:16])[NH:9][C:10]2=[S:11])=[CH:29][CH:28]=[CH:27]1. The catalyst class is: 2. (2) Product: [CH2:1]([O:8][C:9](=[O:27])[C@@H:10]([NH:19][C:20](=[O:22])[C@@H:52]([NH:51][C:44]([O:46][C:47]([CH3:50])([CH3:49])[CH3:48])=[O:45])[CH3:53])[CH2:11][CH2:12][C:13]1[CH:14]=[CH:15][CH:16]=[CH:17][CH:18]=1)[C:2]1[CH:3]=[CH:4][CH:5]=[CH:6][CH:7]=1. The catalyst class is: 4. Reactant: [CH2:1]([O:8][C:9](=[O:27])[C@@H:10]([NH:19][C:20]([O:22]C(C)(C)C)=O)[CH2:11][CH2:12][C:13]1[CH:18]=[CH:17][CH:16]=[CH:15][CH:14]=1)[C:2]1[CH:7]=[CH:6][CH:5]=[CH:4][CH:3]=1.FC(F)(F)C(O)=O.C(N(CC)C(C)C)(C)C.[C:44]([NH:51][C@H:52](C(O)=O)[CH3:53])([O:46][C:47]([CH3:50])([CH3:49])[CH3:48])=[O:45].CN(C(ON1N=NC2C=CC=NC1=2)=[N+](C)C)C.F[P-](F)(F)(F)(F)F.